Dataset: Forward reaction prediction with 1.9M reactions from USPTO patents (1976-2016). Task: Predict the product of the given reaction. The product is: [Cl:1][C:2]1[CH:3]=[C:4]([NH:16][C:17]2[C:26]3[C:21](=[CH:22][CH:23]=[CH:24][C:25]=3[O:27][CH2:28][C@@H:29]3[CH2:34][O:33][CH2:32][CH2:31][N:30]3[C:41](=[O:42])[CH2:36][OH:50])[N:20]=[CH:19][N:18]=2)[CH:5]=[CH:6][C:7]=1[O:8][CH2:9][C:10]1[CH:15]=[CH:14][CH:13]=[CH:12][N:11]=1. Given the reactants [Cl:1][C:2]1[CH:3]=[C:4]([NH:16][C:17]2[C:26]3[C:21](=[CH:22][CH:23]=[CH:24][C:25]=3[O:27][CH2:28][C@@H:29]3[CH2:34][O:33][CH2:32][CH2:31][NH:30]3)[N:20]=[CH:19][N:18]=2)[CH:5]=[CH:6][C:7]=1[O:8][CH2:9][C:10]1[CH:15]=[CH:14][CH:13]=[CH:12][N:11]=1.N1CCOC[C@H:36]1[CH2:41][OH:42].ClC1C=C(NC2C3C(=CC=CC=3F)N=CN=2)C=CC=1[O:50]CC1C=CC=CN=1, predict the reaction product.